Task: Predict the reactants needed to synthesize the given product.. Dataset: Full USPTO retrosynthesis dataset with 1.9M reactions from patents (1976-2016) (1) Given the product [CH:20]([CH2:19][N:6]1[C:5]2[C:14](=[CH:1][CH:2]=[CH:3][CH:4]=2)[C:13](=[O:15])[C:12]2[CH:11]=[CH:10][CH:9]=[CH:8][C:7]1=2)=[CH:21][C:22]1[CH:27]=[CH:26][CH:25]=[CH:24][CH:23]=1, predict the reactants needed to synthesize it. The reactants are: [CH:1]1[C:14]2[C:13](=[O:15])[C:12]3[C:7](=[CH:8][CH:9]=[CH:10][CH:11]=3)[NH:6][C:5]=2[CH:4]=[CH:3][CH:2]=1.[OH-].[Na+].Cl[CH2:19][CH:20]=[CH:21][C:22]1[CH:27]=[CH:26][CH:25]=[CH:24][CH:23]=1.O. (2) Given the product [NH2:1][C:2]1[N:7]=[C:6]([N:8]2[C:16]3[C:11](=[CH:12][CH:13]=[C:14]([C:17]#[C:18][C@@:19]([OH:27])([C:21]4[N:25]=[C:24]([CH3:26])[O:23][N:22]=4)[CH3:20])[CH:15]=3)[C:10]([C:28]([N:57]3[CH2:60][CH:59]([OH:61])[CH2:58]3)=[O:29])=[N:9]2)[C:5]([Cl:31])=[CH:4][N:3]=1, predict the reactants needed to synthesize it. The reactants are: [NH2:1][C:2]1[N:7]=[C:6]([N:8]2[C:16]3[C:11](=[CH:12][CH:13]=[C:14]([C:17]#[C:18][C@@:19]([OH:27])([C:21]4[N:25]=[C:24]([CH3:26])[O:23][N:22]=4)[CH3:20])[CH:15]=3)[C:10]([C:28](O)=[O:29])=[N:9]2)[C:5]([Cl:31])=[CH:4][N:3]=1.F[P-](F)(F)(F)(F)F.N1(OC(N(C)C)=[N+](C)C)C2N=CC=CC=2N=N1.Cl.[NH:57]1[CH2:60][CH:59]([OH:61])[CH2:58]1.C(N(CC)CC)C. (3) Given the product [OH:33][C@H:32]([C:31]1[C:23]([CH3:22])=[C:24]2[C:28](=[CH:29][CH:30]=1)[C:27](=[O:35])[O:26][CH2:25]2)[CH2:34][N:18]1[CH2:19][CH2:20][C:13]2([C:12](=[O:21])[N:11]([C:8]3[CH:7]=[N:6][C:5]([S:2]([CH3:1])(=[O:4])=[O:3])=[CH:10][N:9]=3)[CH2:15][CH2:14]2)[CH2:16][CH2:17]1, predict the reactants needed to synthesize it. The reactants are: [CH3:1][S:2]([C:5]1[N:6]=[CH:7][C:8]([N:11]2[CH2:15][CH2:14][C:13]3([CH2:20][CH2:19][NH:18][CH2:17][CH2:16]3)[C:12]2=[O:21])=[N:9][CH:10]=1)(=[O:4])=[O:3].[CH3:22][C:23]1[C:31]([C@@H:32]2[CH2:34][O:33]2)=[CH:30][CH:29]=[C:28]2[C:24]=1[CH2:25][O:26][C:27]2=[O:35]. (4) Given the product [OH:19][N:20]=[CH:1][C:3]1[CH:17]=[CH:16][C:6]([O:7][CH2:8][C:9]([O:11][C:12]([CH3:15])([CH3:14])[CH3:13])=[O:10])=[CH:5][CH:4]=1, predict the reactants needed to synthesize it. The reactants are: [CH:1]([C:3]1[CH:17]=[CH:16][C:6]([O:7][CH2:8][C:9]([O:11][C:12]([CH3:15])([CH3:14])[CH3:13])=[O:10])=[CH:5][CH:4]=1)=O.[Cl-].[OH:19][NH3+:20].[OH-].[Na+]. (5) Given the product [O:1]=[C:2]1[CH2:6][CH2:5][N:4]([C:7]([O:9][CH2:10][C:11]2[CH:16]=[CH:15][CH:14]=[CH:13][CH:12]=2)=[O:8])[CH2:3]1, predict the reactants needed to synthesize it. The reactants are: [OH:1][CH:2]1[CH2:6][CH2:5][N:4]([C:7]([O:9][CH2:10][C:11]2[CH:16]=[CH:15][CH:14]=[CH:13][CH:12]=2)=[O:8])[CH2:3]1.[Cr](Cl)([O-])(=O)=O.[NH+]1C=CC=CC=1.